This data is from Full USPTO retrosynthesis dataset with 1.9M reactions from patents (1976-2016). The task is: Predict the reactants needed to synthesize the given product. (1) Given the product [I:22][C:21]1[C:4]([O:3][CH2:23][C:24]2[CH:29]=[CH:28][CH:27]=[CH:26][CH:25]=2)=[CH:5][C:6]2[CH2:12][CH2:11][N:10]([C:13]([O:15][C:16]([CH3:19])([CH3:17])[CH3:18])=[O:14])[CH2:9][CH2:8][C:7]=2[CH:20]=1, predict the reactants needed to synthesize it. The reactants are: [H-].[Na+].[OH:3][C:4]1[C:21]([I:22])=[CH:20][C:7]2[CH2:8][CH2:9][N:10]([C:13]([O:15][C:16]([CH3:19])([CH3:18])[CH3:17])=[O:14])[CH2:11][CH2:12][C:6]=2[CH:5]=1.[CH2:23](Br)[C:24]1[CH:29]=[CH:28][CH:27]=[CH:26][CH:25]=1. (2) Given the product [C:1]([O:4][CH2:5][C:6]1[CH:7]=[CH:8][C:9]([C:12]2[C:13](=[O:15])[N:27]([CH2:28][C:29]3[CH:34]=[CH:33][C:32]([O:35][CH3:36])=[CH:31][CH:30]=3)[C:22]3[C:23](=[CH:24][CH:25]=[C:20]([O:19][CH3:18])[CH:21]=3)[N:26]=2)=[CH:10][CH:11]=1)(=[O:3])[CH3:2], predict the reactants needed to synthesize it. The reactants are: [C:1]([O:4][CH2:5][C:6]1[CH:11]=[CH:10][C:9]([C:12](=O)[C:13]([O:15]C)=O)=[CH:8][CH:7]=1)(=[O:3])[CH3:2].[CH3:18][O:19][C:20]1[CH:21]=[C:22]([NH:27][CH2:28][C:29]2[CH:34]=[CH:33][C:32]([O:35][CH3:36])=[CH:31][CH:30]=2)[C:23]([NH2:26])=[CH:24][CH:25]=1. (3) The reactants are: [CH2:1](I)[CH3:2].C(=O)([O-])[O-].[K+].[K+].[F:10][C:11]1[CH:12]=[C:13]([C:17]2[CH:25]=[C:24]3[C:20]([CH2:21][CH2:22][CH:23]3[NH:26][C:27]3[CH:28]=[C:29]([CH:38]=[CH:39][CH:40]=3)[O:30][CH2:31][C:32]([O:34][CH:35]([CH3:37])[CH3:36])=[O:33])=[CH:19][CH:18]=2)[CH:14]=[CH:15][CH:16]=1. Given the product [CH2:1]([N:26]([CH:23]1[C:24]2[C:20](=[CH:19][CH:18]=[C:17]([C:13]3[CH:14]=[CH:15][CH:16]=[C:11]([F:10])[CH:12]=3)[CH:25]=2)[CH2:21][CH2:22]1)[C:27]1[CH:28]=[C:29]([CH:38]=[CH:39][CH:40]=1)[O:30][CH2:31][C:32]([O:34][CH:35]([CH3:36])[CH3:37])=[O:33])[CH3:2], predict the reactants needed to synthesize it. (4) Given the product [F:8][C:7]1[C:6]([O:9][CH2:10][C:11]#[C:12][CH2:13][CH3:14])=[N:5][CH:4]=[N:3][C:2]=1[N:15]1[CH2:19][CH2:18][CH2:17][CH2:16]1, predict the reactants needed to synthesize it. The reactants are: F[C:2]1[C:7]([F:8])=[C:6]([O:9][CH2:10][C:11]#[C:12][CH2:13][CH3:14])[N:5]=[CH:4][N:3]=1.[NH:15]1[CH2:19][CH2:18][CH2:17][CH2:16]1. (5) Given the product [N:11]1[CH:12]=[CH:13][CH:14]=[CH:15][C:10]=1[CH2:9][N:8]1[C:7]2[CH:6]=[CH:5][C:4]([NH:16][C:17]([C:19]3[C:20]([C:25]4[CH:26]=[CH:27][C:28]([C:31]([F:34])([F:32])[F:33])=[CH:29][CH:30]=4)=[CH:21][CH:22]=[CH:23][CH:24]=3)=[O:18])=[CH:3][C:2]=2[N:1]=[CH:36]1, predict the reactants needed to synthesize it. The reactants are: [NH2:1][C:2]1[CH:3]=[C:4]([NH:16][C:17]([C:19]2[C:20]([C:25]3[CH:30]=[CH:29][C:28]([C:31]([F:34])([F:33])[F:32])=[CH:27][CH:26]=3)=[CH:21][CH:22]=[CH:23][CH:24]=2)=[O:18])[CH:5]=[CH:6][C:7]=1[NH:8][CH2:9][C:10]1[CH:15]=[CH:14][CH:13]=[CH:12][N:11]=1.N.[CH:36](O)=O.